Task: Predict the reactants needed to synthesize the given product.. Dataset: Full USPTO retrosynthesis dataset with 1.9M reactions from patents (1976-2016) (1) Given the product [Cl:1][C:2]1[CH:3]=[CH:4][C:5]([C:30]#[N:31])=[C:6]([C:8]2[C:13]([O:14][CH3:15])=[CH:12][N:11]([CH:16]([CH2:24][C:25]3([CH3:28])[CH2:27][CH2:26]3)[C:17]([OH:19])=[O:18])[C:10](=[O:29])[CH:9]=2)[CH:7]=1, predict the reactants needed to synthesize it. The reactants are: [Cl:1][C:2]1[CH:3]=[CH:4][C:5]([C:30]#[N:31])=[C:6]([C:8]2[C:13]([O:14][CH3:15])=[CH:12][N:11]([CH:16]([CH2:24][C:25]3([CH3:28])[CH2:27][CH2:26]3)[C:17]([O:19]C(C)(C)C)=[O:18])[C:10](=[O:29])[CH:9]=2)[CH:7]=1.C(O)(C(F)(F)F)=O. (2) The reactants are: [F:1][C:2]1[CH:7]=[CH:6][C:5]([NH:8][C:9](=[O:13])[CH:10]=NO)=[CH:4][CH:3]=1.[OH:14]S(O)(=O)=O. Given the product [F:1][C:2]1[CH:7]=[C:6]2[C:5](=[CH:4][CH:3]=1)[NH:8][C:9](=[O:13])[C:10]2=[O:14], predict the reactants needed to synthesize it. (3) Given the product [NH:4]1[CH:5]=[CH:6][CH:7]=[C:3]1[C:1]1[N:8]=[N:9][NH:10][N:2]=1, predict the reactants needed to synthesize it. The reactants are: [C:1]([C:3]1[NH:4][CH:5]=[CH:6][CH:7]=1)#[N:2].[N-:8]=[N+:9]=[N-:10].[Na+].[Cl-].[NH4+].O. (4) The reactants are: [CH2:1]([C:3]1[CH:8]=[CH:7][CH:6]=[C:5]([CH2:9][CH3:10])[C:4]=1[C:11]1[N:16]=[C:15](OC)[C:14]([CH2:19][N:20]([CH3:31])[C@@H:21]2[C:30]3[C:25](=[CH:26][CH:27]=[CH:28][CH:29]=3)[CH2:24][CH2:23][CH2:22]2)=[C:13]([CH3:32])[N:12]=1)[CH3:2].[CH3:33][CH2:34][OH:35].Cl.[OH-].[Na+]. Given the product [CH2:1]([C:3]1[CH:8]=[CH:7][CH:6]=[C:5]([CH2:9][CH3:10])[C:4]=1[C:11]1[N:16]=[C:15]([N:12]2[CH2:11][CH2:4][C:34](=[O:35])[CH2:33][CH2:13]2)[C:14]([CH2:19][N:20]([CH3:31])[C@@H:21]2[C:30]3[C:25](=[CH:26][CH:27]=[CH:28][CH:29]=3)[CH2:24][CH2:23][CH2:22]2)=[C:13]([CH3:32])[N:12]=1)[CH3:2], predict the reactants needed to synthesize it.